From a dataset of Full USPTO retrosynthesis dataset with 1.9M reactions from patents (1976-2016). Predict the reactants needed to synthesize the given product. (1) Given the product [S:6]1[CH2:7][CH2:8][C:4]2[CH:3]=[C:2]([B:11]3[O:15][C:14]([CH3:17])([CH3:16])[C:13]([CH3:19])([CH3:18])[O:12]3)[CH:10]=[CH:9][C:5]1=2, predict the reactants needed to synthesize it. The reactants are: Br[C:2]1[CH:10]=[CH:9][C:5]2[S:6][CH2:7][CH2:8][C:4]=2[CH:3]=1.[B:11]1([B:11]2[O:15][C:14]([CH3:17])([CH3:16])[C:13]([CH3:19])([CH3:18])[O:12]2)[O:15][C:14]([CH3:17])([CH3:16])[C:13]([CH3:19])([CH3:18])[O:12]1.CC(O[K])=O. (2) Given the product [CH2:1]([O:23][C:24]1[CH:25]=[CH:26][C:27]([CH:30]([NH2:60])[C:31]2[CH:36]=[CH:35][C:34]([O:37][CH2:38][CH2:39][CH2:40][CH2:41][CH2:42][CH2:43][CH2:44][CH2:45][CH2:46][CH2:47][CH2:48][CH2:49][CH2:50][CH2:51][CH2:52][CH2:53][CH2:54][CH2:55][CH2:56][CH2:57][CH2:58][CH3:59])=[CH:33][CH:32]=2)=[CH:28][CH:29]=1)[CH2:2][CH2:3][CH2:4][CH2:5][CH2:6][CH2:7][CH2:8][CH2:9][CH2:10][CH2:11][CH2:12][CH2:13][CH2:14][CH2:15][CH2:16][CH2:17][CH2:18][CH2:19][CH2:20][CH2:21][CH3:22], predict the reactants needed to synthesize it. The reactants are: [CH2:1]([O:23][C:24]1[CH:29]=[CH:28][C:27]([CH:30]([NH:60]C(=O)OCC)[C:31]2[CH:36]=[CH:35][C:34]([O:37][CH2:38][CH2:39][CH2:40][CH2:41][CH2:42][CH2:43][CH2:44][CH2:45][CH2:46][CH2:47][CH2:48][CH2:49][CH2:50][CH2:51][CH2:52][CH2:53][CH2:54][CH2:55][CH2:56][CH2:57][CH2:58][CH3:59])=[CH:33][CH:32]=2)=[CH:26][CH:25]=1)[CH2:2][CH2:3][CH2:4][CH2:5][CH2:6][CH2:7][CH2:8][CH2:9][CH2:10][CH2:11][CH2:12][CH2:13][CH2:14][CH2:15][CH2:16][CH2:17][CH2:18][CH2:19][CH2:20][CH2:21][CH3:22].C1(C)C=CC=CC=1.C(O)C.[OH-].[Na+]. (3) Given the product [Br:1][C:2]1[C:3]([N:24]2[CH2:28][CH2:27][C@@H:26]([OH:29])[CH2:25]2)=[N:4][CH:5]=[C:6]([CH:22]=1)[C:7]([NH:9][C:10]1[CH:15]=[CH:14][C:13]([S:16][C:17]([F:20])([F:19])[F:18])=[C:12]([F:21])[CH:11]=1)=[O:8], predict the reactants needed to synthesize it. The reactants are: [Br:1][C:2]1[C:3](Cl)=[N:4][CH:5]=[C:6]([CH:22]=1)[C:7]([NH:9][C:10]1[CH:15]=[CH:14][C:13]([S:16][C:17]([F:20])([F:19])[F:18])=[C:12]([F:21])[CH:11]=1)=[O:8].[NH:24]1[CH2:28][CH2:27][C@@H:26]([OH:29])[CH2:25]1. (4) The reactants are: [O:1]=[C:2]1[C:10]2[C:5](=[N:6][C:7]([CH:11]=[O:12])=[CH:8][CH:9]=2)[CH2:4][O:3]1.[CH2:13](O)[CH2:14][OH:15].O.C1(C)C=CC(S(O)(=O)=O)=CC=1.C([O-])(O)=O.[Na+]. Given the product [O:12]1[CH2:13][CH2:14][O:15][CH:11]1[C:7]1[N:6]=[C:5]2[CH2:4][O:3][C:2](=[O:1])[C:10]2=[CH:9][CH:8]=1, predict the reactants needed to synthesize it. (5) The reactants are: Cl[C:2]([O:4][CH:5]1[CH2:10][CH2:9][CH2:8][CH2:7][CH2:6]1)=[O:3].[CH3:11][C:12]1[C:17]([O:18][C:19]2[N:24]=[CH:23][N:22]=[C:21]3[N:25]([CH:28]4[CH2:33][CH2:32][NH:31][CH2:30][CH2:29]4)[N:26]=[CH:27][C:20]=23)=[CH:16][CH:15]=[CH:14][N:13]=1.C(N(C(C)C)CC)(C)C.O. Given the product [CH:5]1([O:4][C:2]([N:31]2[CH2:30][CH2:29][CH:28]([N:25]3[C:21]4=[N:22][CH:23]=[N:24][C:19]([O:18][C:17]5[C:12]([CH3:11])=[N:13][CH:14]=[CH:15][CH:16]=5)=[C:20]4[CH:27]=[N:26]3)[CH2:33][CH2:32]2)=[O:3])[CH2:10][CH2:9][CH2:8][CH2:7][CH2:6]1, predict the reactants needed to synthesize it. (6) Given the product [Cl:1][C:2]1[CH:3]=[CH:4][C:5]2[N:11]3[C:12]([CH:15]4[CH2:16][CH2:17]4)=[N:13][N:14]=[C:10]3[C@@H:9]([CH2:18][CH2:19][C:20]3[S:21][C:22]([CH2:25][CH2:26][C:27]([OH:29])=[O:28])=[CH:23][N:24]=3)[S:8][C@H:7]([C:31]3[CH:36]=[CH:35][CH:34]=[C:33]([O:37][CH3:38])[C:32]=3[O:39][CH3:40])[C:6]=2[CH:41]=1, predict the reactants needed to synthesize it. The reactants are: [Cl:1][C:2]1[CH:3]=[CH:4][C:5]2[N:11]3[C:12]([CH:15]4[CH2:17][CH2:16]4)=[N:13][N:14]=[C:10]3[C@@H:9]([CH2:18][CH2:19][C:20]3[S:21][C:22]([CH2:25][CH2:26][C:27]([O:29]C)=[O:28])=[CH:23][N:24]=3)[S:8][C@H:7]([C:31]3[CH:36]=[CH:35][CH:34]=[C:33]([O:37][CH3:38])[C:32]=3[O:39][CH3:40])[C:6]=2[CH:41]=1.O.[OH-].[Li+]. (7) Given the product [C:24]([O:28][C:29]([N:31]1[CH2:35][CH2:34][CH2:33][C@H:32]1[CH2:36][N:37]([C:38]1[CH:43]=[CH:42][CH:41]=[C:40]([C:44]2[O:45][C:46](=[O:50])[N:47]([CH3:49])[N:48]=2)[CH:39]=1)[C:12]([C:11]1[C:10]([Cl:15])=[N:9][C:8]([CH3:16])=[N:7][C:6]=1[Cl:5])=[S:13])=[O:30])([CH3:27])([CH3:26])[CH3:25], predict the reactants needed to synthesize it. The reactants are: S(Cl)(Cl)=O.[Cl:5][C:6]1[C:11]([C:12](O)=[S:13])=[C:10]([Cl:15])[N:9]=[C:8]([CH3:16])[N:7]=1.C(N(CC)CC)C.[C:24]([O:28][C:29]([N:31]1[CH2:35][CH2:34][CH2:33][C@H:32]1[CH2:36][NH:37][C:38]1[CH:43]=[CH:42][CH:41]=[C:40]([C:44]2[O:45][C:46](=[O:50])[N:47]([CH3:49])[N:48]=2)[CH:39]=1)=[O:30])([CH3:27])([CH3:26])[CH3:25]. (8) Given the product [Cl:27][C:26]1[CH:25]=[N:24][CH:23]=[C:22]([Cl:28])[C:21]=1[NH:20][C:14]1[C:13]2[C:18](=[C:9]([O:8][CH2:7][CH2:6][CH2:5][CH2:4][CH2:3][CH2:2][N:31]3[CH2:36][CH2:35][NH:34][CH2:33][CH2:32]3)[C:10]([O:29][CH3:30])=[CH:11][CH:12]=2)[NH:17][C:16](=[O:19])[CH:15]=1, predict the reactants needed to synthesize it. The reactants are: Cl[CH2:2][CH2:3][CH2:4][CH2:5][CH2:6][CH2:7][O:8][C:9]1[C:10]([O:29][CH3:30])=[CH:11][CH:12]=[C:13]2[C:18]=1[NH:17][C:16](=[O:19])[CH:15]=[C:14]2[NH:20][C:21]1[C:26]([Cl:27])=[CH:25][N:24]=[CH:23][C:22]=1[Cl:28].[NH:31]1[CH2:36][CH2:35][NH:34][CH2:33][CH2:32]1.